From a dataset of Full USPTO retrosynthesis dataset with 1.9M reactions from patents (1976-2016). Predict the reactants needed to synthesize the given product. (1) Given the product [F:19][C:20]1[CH:27]=[CH:26][C:23]([CH2:24][O:1][C:2]2[CH:7]=[C:6]([OH:8])[CH:5]=[C:4]([OH:9])[C:3]=2[C:10](=[O:12])[CH3:11])=[CH:22][CH:21]=1, predict the reactants needed to synthesize it. The reactants are: [OH:1][C:2]1[CH:7]=[C:6]([OH:8])[CH:5]=[C:4]([OH:9])[C:3]=1[C:10](=[O:12])[CH3:11].C(=O)([O-])[O-].[K+].[K+].[F:19][C:20]1[CH:27]=[CH:26][C:23]([CH2:24]Br)=[CH:22][CH:21]=1.Cl. (2) The reactants are: C([NH:5][S:6]([C:9]1[S:13][C:12]([C:14]2[N:15]=[CH:16][N:17]([C:19]3[CH:24]=[C:23]([C:25]([F:28])([F:27])[F:26])[CH:22]=[C:21]([C:29]4[CH:34]=[CH:33][C:32]([C:35]([F:38])([F:37])[F:36])=[CH:31][CH:30]=4)[N:20]=3)[CH:18]=2)=[N:11][CH:10]=1)(=[O:8])=[O:7])(C)(C)C.C(O)(C(F)(F)F)=O. Given the product [F:28][C:25]([F:26])([F:27])[C:23]1[CH:22]=[C:21]([C:29]2[CH:30]=[CH:31][C:32]([C:35]([F:36])([F:38])[F:37])=[CH:33][CH:34]=2)[N:20]=[C:19]([N:17]2[CH:18]=[C:14]([C:12]3[S:13][C:9]([S:6]([NH2:5])(=[O:8])=[O:7])=[CH:10][N:11]=3)[N:15]=[CH:16]2)[CH:24]=1, predict the reactants needed to synthesize it. (3) The reactants are: [CH2:1]([N:8]1[CH2:11][C:10]2([CH2:20][C:19](=[O:21])[C:18]3[C:13](=[CH:14][CH:15]=[C:16](/[CH:22]=[CH:23]/[C:24](O)=[O:25])[CH:17]=3)[O:12]2)[CH2:9]1)[C:2]1[CH:7]=[CH:6][CH:5]=[CH:4][CH:3]=1.C(Cl)CCl.C1C=CC2N(O)N=NC=2C=1.[NH2:41][O:42][CH:43]1[CH2:48][CH2:47][CH2:46][CH2:45][O:44]1. Given the product [CH2:1]([N:8]1[CH2:11][C:10]2([CH2:20][C:19](=[O:21])[C:18]3[C:13](=[CH:14][CH:15]=[C:16](/[CH:22]=[CH:23]/[C:24]([NH:41][O:42][CH:43]4[CH2:48][CH2:47][CH2:46][CH2:45][O:44]4)=[O:25])[CH:17]=3)[O:12]2)[CH2:9]1)[C:2]1[CH:3]=[CH:4][CH:5]=[CH:6][CH:7]=1, predict the reactants needed to synthesize it.